From a dataset of NCI-60 drug combinations with 297,098 pairs across 59 cell lines. Regression. Given two drug SMILES strings and cell line genomic features, predict the synergy score measuring deviation from expected non-interaction effect. (1) Drug 1: CCN(CC)CCNC(=O)C1=C(NC(=C1C)C=C2C3=C(C=CC(=C3)F)NC2=O)C. Drug 2: C1C(C(OC1N2C=NC(=NC2=O)N)CO)O. Cell line: HT29. Synergy scores: CSS=17.6, Synergy_ZIP=-0.607, Synergy_Bliss=-1.39, Synergy_Loewe=3.55, Synergy_HSA=2.13. (2) Drug 1: CC1=C(C(CCC1)(C)C)C=CC(=CC=CC(=CC(=O)O)C)C. Drug 2: CCN(CC)CCCC(C)NC1=C2C=C(C=CC2=NC3=C1C=CC(=C3)Cl)OC. Cell line: 786-0. Synergy scores: CSS=1.79, Synergy_ZIP=-2.58, Synergy_Bliss=-0.265, Synergy_Loewe=-18.4, Synergy_HSA=-7.04. (3) Synergy scores: CSS=57.1, Synergy_ZIP=7.42, Synergy_Bliss=15.1, Synergy_Loewe=-21.3, Synergy_HSA=1.14. Drug 1: CC1C(C(CC(O1)OC2CC(OC(C2O)C)OC3=CC4=CC5=C(C(=O)C(C(C5)C(C(=O)C(C(C)O)O)OC)OC6CC(C(C(O6)C)O)OC7CC(C(C(O7)C)O)OC8CC(C(C(O8)C)O)(C)O)C(=C4C(=C3C)O)O)O)O. Cell line: UACC-257. Drug 2: C(=O)(N)NO. (4) Drug 1: CCC1=CC2CC(C3=C(CN(C2)C1)C4=CC=CC=C4N3)(C5=C(C=C6C(=C5)C78CCN9C7C(C=CC9)(C(C(C8N6C)(C(=O)OC)O)OC(=O)C)CC)OC)C(=O)OC.C(C(C(=O)O)O)(C(=O)O)O. Drug 2: CNC(=O)C1=NC=CC(=C1)OC2=CC=C(C=C2)NC(=O)NC3=CC(=C(C=C3)Cl)C(F)(F)F. Cell line: SW-620. Synergy scores: CSS=61.4, Synergy_ZIP=1.99, Synergy_Bliss=2.17, Synergy_Loewe=-5.49, Synergy_HSA=0.555. (5) Drug 1: C1C(C(OC1N2C=C(C(=O)NC2=O)F)CO)O. Drug 2: C1CCC(C(C1)N)N.C(=O)(C(=O)[O-])[O-].[Pt+4]. Cell line: UO-31. Synergy scores: CSS=37.8, Synergy_ZIP=-9.33, Synergy_Bliss=-4.30, Synergy_Loewe=-24.7, Synergy_HSA=-2.39. (6) Drug 1: CNC(=O)C1=CC=CC=C1SC2=CC3=C(C=C2)C(=NN3)C=CC4=CC=CC=N4. Drug 2: CC1=CC2C(CCC3(C2CCC3(C(=O)C)OC(=O)C)C)C4(C1=CC(=O)CC4)C. Cell line: CCRF-CEM. Synergy scores: CSS=1.18, Synergy_ZIP=-3.19, Synergy_Bliss=-2.84, Synergy_Loewe=-6.14, Synergy_HSA=-2.43. (7) Drug 1: COC1=CC(=CC(=C1O)OC)C2C3C(COC3=O)C(C4=CC5=C(C=C24)OCO5)OC6C(C(C7C(O6)COC(O7)C8=CC=CS8)O)O. Drug 2: CC1=CC2C(CCC3(C2CCC3(C(=O)C)OC(=O)C)C)C4(C1=CC(=O)CC4)C. Cell line: SNB-75. Synergy scores: CSS=20.6, Synergy_ZIP=5.71, Synergy_Bliss=8.48, Synergy_Loewe=-21.5, Synergy_HSA=3.88. (8) Drug 1: COC1=C(C=C2C(=C1)N=CN=C2NC3=CC(=C(C=C3)F)Cl)OCCCN4CCOCC4. Drug 2: CCC(=C(C1=CC=CC=C1)C2=CC=C(C=C2)OCCN(C)C)C3=CC=CC=C3.C(C(=O)O)C(CC(=O)O)(C(=O)O)O. Cell line: MDA-MB-231. Synergy scores: CSS=16.0, Synergy_ZIP=-2.71, Synergy_Bliss=2.84, Synergy_Loewe=1.91, Synergy_HSA=3.29. (9) Drug 1: CC1OCC2C(O1)C(C(C(O2)OC3C4COC(=O)C4C(C5=CC6=C(C=C35)OCO6)C7=CC(=C(C(=C7)OC)O)OC)O)O. Drug 2: CN(C(=O)NC(C=O)C(C(C(CO)O)O)O)N=O. Cell line: NCIH23. Synergy scores: CSS=47.0, Synergy_ZIP=1.08, Synergy_Bliss=-4.34, Synergy_Loewe=-50.3, Synergy_HSA=-2.45. (10) Drug 1: CC1=C(C=C(C=C1)C(=O)NC2=CC(=CC(=C2)C(F)(F)F)N3C=C(N=C3)C)NC4=NC=CC(=N4)C5=CN=CC=C5. Drug 2: CC(C)CN1C=NC2=C1C3=CC=CC=C3N=C2N. Cell line: HCC-2998. Synergy scores: CSS=-1.04, Synergy_ZIP=2.85, Synergy_Bliss=-0.269, Synergy_Loewe=-2.41, Synergy_HSA=-6.25.